Dataset: Full USPTO retrosynthesis dataset with 1.9M reactions from patents (1976-2016). Task: Predict the reactants needed to synthesize the given product. (1) Given the product [NH2:18][C:17]1[C:4]2[C:5](=[O:21])[N:6]([CH:8]([CH:13]([CH3:15])[CH3:14])[C:9]([F:12])([F:10])[F:11])[CH:7]=[C:2]([Br:1])[C:3]=2[NH:23][N:22]=1, predict the reactants needed to synthesize it. The reactants are: [Br:1][C:2]1[C:3](OC)=[C:4]([C:17]#[N:18])[C:5](=O)[N:6]([CH:8]([CH:13]([CH3:15])[CH3:14])[C:9]([F:12])([F:11])[F:10])[CH:7]=1.[OH2:21].[NH2:22][NH2:23]. (2) Given the product [F:37][C:32]1[CH:31]=[C:30]([CH:35]=[CH:34][C:33]=1[F:36])[CH2:29][CH2:28][NH:27][C:25](=[N:24][C:21]1[CH:22]=[C:23]2[C:18]([CH2:17][C@@H:16]([OH:38])[C@@H:15]2[NH:14][C:48]([C:50]2[CH:55]=[CH:54][C:53]([C:56]3[CH:57]=[CH:58][CH:59]=[CH:60][CH:61]=3)=[CH:52][C:51]=2[F:62])=[O:49])=[CH:19][CH:20]=1)[CH3:26], predict the reactants needed to synthesize it. The reactants are: FC(F)(F)C(O)=O.C(OC(=O)[NH:14][C@@H:15]1[C:23]2[C:18](=[CH:19][CH:20]=[C:21]([N:24]=[C:25]([NH:27][CH2:28][CH2:29][C:30]3[CH:35]=[CH:34][C:33]([F:36])=[C:32]([F:37])[CH:31]=3)[CH3:26])[CH:22]=2)[CH2:17][C@H:16]1[OH:38])(C)(C)C.O=C1CCC(=O)N1O[C:48]([C:50]1[CH:55]=[CH:54][C:53]([C:56]2[CH:61]=[CH:60][CH:59]=[CH:58][CH:57]=2)=[CH:52][C:51]=1[F:62])=[O:49].C(N(CC)CC)C. (3) The reactants are: FC(F)CN1CC(C2C=CNN=2)OC2(CCNCC2)C1.[CH:21]([O:24][C:25]1[CH:33]=[CH:32][C:28]([C:29](O)=[O:30])=[CH:27][C:26]=1[CH3:34])([CH3:23])[CH3:22].CN(C(ON1N=NC2C=CC=NC1=2)=[N+](C)C)C.F[P-](F)(F)(F)(F)F.C(N(C(C)C)CC)(C)C.[H-].[Na+].ICC. Given the product [CH:21]([O:24][C:25]1[CH:33]=[CH:32][C:28]([CH:29]=[O:30])=[CH:27][C:26]=1[CH3:34])([CH3:23])[CH3:22], predict the reactants needed to synthesize it. (4) Given the product [ClH:1].[ClH:1].[CH:22]1([NH:3][C@@H:4]2[CH2:6][C@H:5]2[C:7]2[CH:8]=[C:9]([CH:19]=[CH:20][CH:21]=2)[C:10]([NH:12][C:13]2[CH:14]=[N:15][N:16]([CH3:18])[CH:17]=2)=[O:11])[CH2:25][CH2:24][CH2:23]1, predict the reactants needed to synthesize it. The reactants are: [ClH:1].Cl.[NH2:3][C@@H:4]1[CH2:6][C@H:5]1[C:7]1[CH:8]=[C:9]([CH:19]=[CH:20][CH:21]=1)[C:10]([NH:12][C:13]1[CH:14]=[N:15][N:16]([CH3:18])[CH:17]=1)=[O:11].[C:22]1(=O)[CH2:25][CH2:24][CH2:23]1.C(=O)([O-])O.[Na+]. (5) The reactants are: [C:1]([C:3]1[CH:4]=[C:5]([CH:9]=[CH:10][C:11]=1[F:12])[C:6](O)=[O:7])#[N:2].C(Cl)(=O)C([Cl:16])=O. Given the product [C:1]([C:3]1[CH:4]=[C:5]([CH:9]=[CH:10][C:11]=1[F:12])[C:6]([Cl:16])=[O:7])#[N:2], predict the reactants needed to synthesize it. (6) Given the product [CH2:1]([C@H:8]1[N:13]([C:14]([C:16]2[N:17]=[CH:18][N:19]([C@H:27]3[CH2:32][CH2:31][CH2:30][CH2:29][C@H:28]3[O:33][C:48](=[O:49])[C:47]3[CH:46]=[CH:45][C:44]([N+:41]([O-:43])=[O:42])=[CH:52][CH:51]=3)[C:20]=2[C:21]2[CH:26]=[CH:25][CH:24]=[CH:23][CH:22]=2)=[O:15])[CH2:12][CH2:11][N:10]([C:34]([O:36][C:37]([CH3:40])([CH3:39])[CH3:38])=[O:35])[CH2:9]1)[C:2]1[CH:3]=[CH:4][CH:5]=[CH:6][CH:7]=1, predict the reactants needed to synthesize it. The reactants are: [CH2:1]([C@H:8]1[N:13]([C:14]([C:16]2[N:17]=[CH:18][N:19]([C@H:27]3[CH2:32][CH2:31][CH2:30][CH2:29][C@@H:28]3[OH:33])[C:20]=2[C:21]2[CH:26]=[CH:25][CH:24]=[CH:23][CH:22]=2)=[O:15])[CH2:12][CH2:11][N:10]([C:34]([O:36][C:37]([CH3:40])([CH3:39])[CH3:38])=[O:35])[CH2:9]1)[C:2]1[CH:7]=[CH:6][CH:5]=[CH:4][CH:3]=1.[N+:41]([C:44]1[CH:52]=[CH:51][C:47]([C:48](O)=[O:49])=[CH:46][CH:45]=1)([O-:43])=[O:42].C1C=CC(P(C2C=CC=CC=2)C2C=CC=CC=2)=CC=1. (7) The reactants are: [CH3:1][O:2][C:3](=[O:15])[C@:4]([CH2:8][C:9]1[CH:14]=[CH:13][CH:12]=[CH:11][CH:10]=1)([CH2:6]O)[NH2:5].[N+:16]([C:19]1[CH:24]=[CH:23][CH:22]=[CH:21][C:20]=1[S:25](Cl)(=[O:27])=[O:26])([O-:18])=[O:17]. Given the product [CH2:8]([C:4]1([C:3]([O:2][CH3:1])=[O:15])[CH2:6][N@@:5]1[S:25]([C:20]1[CH:21]=[CH:22][CH:23]=[CH:24][C:19]=1[N+:16]([O-:18])=[O:17])(=[O:26])=[O:27])[C:9]1[CH:14]=[CH:13][CH:12]=[CH:11][CH:10]=1, predict the reactants needed to synthesize it.